Task: Predict the product of the given reaction.. Dataset: Forward reaction prediction with 1.9M reactions from USPTO patents (1976-2016) (1) Given the reactants [Cl:1][C:2]1[CH:3]=[C:4]2[C:8](=[CH:9][CH:10]=1)[NH:7][C:6]([CH:11]=O)=[CH:5]2.[BH3-]C#N.[Na+].CCN(CC)CC.Cl.C(O[C:28]([C:30]1[NH:31][CH:32]=[CH:33][C:34]=1[NH2:35])=[O:29])C.C([N:44]=[C:45]=[S:46])(=O)C1C=CC=CC=1, predict the reaction product. The product is: [Cl:1][C:2]1[CH:3]=[C:4]2[C:8](=[CH:9][CH:10]=1)[NH:7][C:6]([CH2:11][N:35]1[C:34]3[CH:33]=[CH:32][NH:31][C:30]=3[C:28](=[O:29])[NH:44][C:45]1=[S:46])=[CH:5]2. (2) Given the reactants N([C:3]1[N:4]=[C:5]([C:14]2[CH:19]=[CH:18][N:17]=[CH:16][CH:15]=2)[N:6]=[N:7][C:8]=1[C:9]([O:11][CH2:12][CH3:13])=[O:10])N, predict the reaction product. The product is: [N:17]1[CH:18]=[CH:19][C:14]([C:5]2[N:6]=[N:7][C:8]([C:9]([O:11][CH2:12][CH3:13])=[O:10])=[CH:3][N:4]=2)=[CH:15][CH:16]=1. (3) Given the reactants [C:1]([O:9][CH2:10][C@H:11]1[O:18][CH:17]2[C@:13]([CH3:21])([O:14][C:15]([CH3:20])(C)[O:16]2)[CH2:12]1)(=[O:8])[C:2]1[CH:7]=[CH:6][CH:5]=[CH:4][CH:3]=1.[CH3:22][C:23]([O:25]C(C)=O)=[O:24].N1C=CC=CC=1.[CH2-]C(C)=O, predict the reaction product. The product is: [C:1]([O:9][CH2:10][C@@H:11]1[CH2:12][C@:13]([O:25][C:23](=[O:24])[CH3:22])([CH3:21])[CH:17]([O:16][C:15](=[O:14])[CH3:20])[O:18]1)(=[O:8])[C:2]1[CH:3]=[CH:4][CH:5]=[CH:6][CH:7]=1. (4) Given the reactants [CH3:1][O:2][C:3]([C:5]1[CH:18]=[CH:17][C:8]2[CH2:9][N:10]3[CH:16]=[CH:15][CH:14]=[C:11]3[CH2:12][NH:13][C:7]=2[CH:6]=1)=[O:4].[F:19][C:20]([F:38])([F:37])[C:21]1[CH:26]=[CH:25][CH:24]=[CH:23][C:22]=1[C:27]1[CH:35]=[CH:34][C:30]([C:31](Cl)=[O:32])=[CH:29][C:28]=1[CH3:36].C(N(CC)CC)C, predict the reaction product. The product is: [CH3:36][C:28]1[CH:29]=[C:30]([C:31]([N:13]2[C:7]3[CH:6]=[C:5]([C:3]([O:2][CH3:1])=[O:4])[CH:18]=[CH:17][C:8]=3[CH2:9][N:10]3[CH:16]=[CH:15][CH:14]=[C:11]3[CH2:12]2)=[O:32])[CH:34]=[CH:35][C:27]=1[C:22]1[CH:23]=[CH:24][CH:25]=[CH:26][C:21]=1[C:20]([F:19])([F:37])[F:38]. (5) The product is: [CH3:1][O:2][C:3]1[CH:8]=[CH:7][C:6]2[C:9]3[N:10]([CH2:23][CH2:24][CH2:25][CH2:26][CH2:27][N:29]4[CH2:33][CH2:32][CH2:31][CH2:30]4)[C:11]4[C:16]([C:17]=3[CH2:18][CH2:19][S:20][C:5]=2[CH:4]=1)=[CH:15][C:14]([O:21][CH3:22])=[CH:13][CH:12]=4. Given the reactants [CH3:1][O:2][C:3]1[CH:8]=[CH:7][C:6]2[C:9]3[N:10]([CH2:23][CH2:24][CH2:25][CH2:26][CH2:27]Cl)[C:11]4[C:16]([C:17]=3[CH2:18][CH2:19][S:20][C:5]=2[CH:4]=1)=[CH:15][C:14]([O:21][CH3:22])=[CH:13][CH:12]=4.[NH:29]1[CH2:33][CH2:32][CH2:31][CH2:30]1, predict the reaction product. (6) Given the reactants [CH2:1]([O:8][C:9](=[O:27])[NH:10][C@H:11]1[C:20]2[C:15](=[CH:16][CH:17]=[C:18]([C:21]([F:24])([F:23])[F:22])[CH:19]=2)[NH:14][C@@H:13]([CH2:25][CH3:26])[CH2:12]1)[C:2]1[CH:7]=[CH:6][CH:5]=[CH:4][CH:3]=1.N1C=CC=CC=1.Cl[C:35]([O:37][CH2:38][CH3:39])=[O:36].ClC([O-])=O.[OH-].[Na+], predict the reaction product. The product is: [CH2:38]([O:37][C:35]([N:14]1[C:15]2[C:20](=[CH:19][C:18]([C:21]([F:24])([F:22])[F:23])=[CH:17][CH:16]=2)[C@H:11]([NH:10][C:9]([O:8][CH2:1][C:2]2[CH:3]=[CH:4][CH:5]=[CH:6][CH:7]=2)=[O:27])[CH2:12][C@@H:13]1[CH2:25][CH3:26])=[O:36])[CH3:39].